From a dataset of Full USPTO retrosynthesis dataset with 1.9M reactions from patents (1976-2016). Predict the reactants needed to synthesize the given product. (1) The reactants are: C([O:8][C:9]1[CH:14]=[CH:13][N:12]([C:15]2[CH:16]=[CH:17][C:18]3[N:22]=[C:21]([CH:23]4[CH2:25][CH:24]4[C:26]([OH:29])([CH3:28])[CH3:27])[N:20]([CH3:30])[C:19]=3[CH:31]=2)[C:11](=[O:32])[CH:10]=1)C1C=CC=CC=1. Given the product [OH:8][C:9]1[CH:14]=[CH:13][N:12]([C:15]2[CH:16]=[CH:17][C:18]3[N:22]=[C:21]([CH:23]4[CH2:25][CH:24]4[C:26]([OH:29])([CH3:27])[CH3:28])[N:20]([CH3:30])[C:19]=3[CH:31]=2)[C:11](=[O:32])[CH:10]=1, predict the reactants needed to synthesize it. (2) Given the product [C:1]([O:5][C:6]([N:8]1[CH2:13][CH2:12][CH:11]([C:14]2([OH:26])[CH:28]([C:27]([O:31][CH3:32])=[O:30])[S:29][C:16]3[C:17]([C:21]([F:22])([F:24])[F:23])=[CH:18][CH:19]=[CH:20][C:15]2=3)[CH2:10][CH2:9]1)=[O:7])([CH3:4])([CH3:3])[CH3:2], predict the reactants needed to synthesize it. The reactants are: [C:1]([O:5][C:6]([N:8]1[CH2:13][CH2:12][CH:11]([C:14](=[O:26])[C:15]2[CH:20]=[CH:19][CH:18]=[C:17]([C:21]([F:24])([F:23])[F:22])[C:16]=2F)[CH2:10][CH2:9]1)=[O:7])([CH3:4])([CH3:3])[CH3:2].[C:27]([O:31][CH3:32])(=[O:30])[CH2:28][SH:29].C1COCC1.[H-].[Na+]. (3) The reactants are: [CH:1]1([C:4]([N:6]2[CH2:10][CH2:9][C@@H:8]([CH2:11][NH:12][C:13]3[C:14]([NH2:23])=[CH:15][C:16]([C:19]([F:22])([F:21])[F:20])=[CH:17][CH:18]=3)[CH2:7]2)=[O:5])[CH2:3][CH2:2]1.[Br:24][C:25]1[CH:32]=[CH:31][C:28]([CH:29]=O)=[CH:27][CH:26]=1. Given the product [Br:24][C:25]1[CH:32]=[CH:31][C:28]([C:29]2[N:12]([CH2:11][C@@H:8]3[CH2:9][CH2:10][N:6]([C:4]([CH:1]4[CH2:3][CH2:2]4)=[O:5])[CH2:7]3)[C:13]3[CH:18]=[CH:17][C:16]([C:19]([F:20])([F:21])[F:22])=[CH:15][C:14]=3[N:23]=2)=[CH:27][CH:26]=1, predict the reactants needed to synthesize it. (4) Given the product [CH2:31]([O:30][C:28](=[O:29])[CH:27]([C:2]1[C:7]([C:8]([F:11])([F:10])[F:9])=[CH:6][C:5]([N+:12]([O-:14])=[O:13])=[CH:4][C:3]=1[N+:15]([O-:17])=[O:16])[C:26]([O:25][CH2:18][C:19]1[CH:24]=[CH:23][CH:22]=[CH:21][CH:20]=1)=[O:38])[C:32]1[CH:33]=[CH:34][CH:35]=[CH:36][CH:37]=1, predict the reactants needed to synthesize it. The reactants are: Cl[C:2]1[C:7]([C:8]([F:11])([F:10])[F:9])=[CH:6][C:5]([N+:12]([O-:14])=[O:13])=[CH:4][C:3]=1[N+:15]([O-:17])=[O:16].[CH2:18]([O:25][C:26](=[O:38])[CH2:27][C:28]([O:30][CH2:31][C:32]1[CH:37]=[CH:36][CH:35]=[CH:34][CH:33]=1)=[O:29])[C:19]1[CH:24]=[CH:23][CH:22]=[CH:21][CH:20]=1.[H-].[Na+]. (5) Given the product [C:27]([C:24]1[S:23][C:22]([NH:21][C:17]2[N:18]=[CH:19][N:20]=[C:15]([N:10]3[CH2:11][CH2:12][N:7]([CH2:6][C:5]([NH:4][CH:1]([CH3:3])[CH3:2])=[O:13])[CH2:8][CH2:9]3)[CH:16]=2)=[N:26][CH:25]=1)#[N:28], predict the reactants needed to synthesize it. The reactants are: [CH:1]([NH:4][C:5](=[O:13])[CH2:6][N:7]1[CH2:12][CH2:11][NH:10][CH2:9][CH2:8]1)([CH3:3])[CH3:2].Cl[C:15]1[N:20]=[CH:19][N:18]=[C:17]([NH:21][C:22]2[S:23][C:24]([C:27]#[N:28])=[CH:25][N:26]=2)[CH:16]=1.C(N(CC)CC)C. (6) Given the product [CH3:14][C:9]1[CH:8]=[C:3]([OH:5])[CH:2]=[N:11][C:10]=1[CH:15]=[CH2:16], predict the reactants needed to synthesize it. The reactants are: F[C:2](F)(F)[C:3]([OH:5])=O.[CH3:8][C:9]1[C:10]([CH:15]=[CH2:16])=[N:11]C=C[CH:14]=1.